This data is from Catalyst prediction with 721,799 reactions and 888 catalyst types from USPTO. The task is: Predict which catalyst facilitates the given reaction. (1) Reactant: CON(C)[C:4]([C:6]1[C:15](=[O:16])[C:14]2[C:9](=[CH:10][CH:11]=[CH:12][CH:13]=2)[N:8]([CH2:17][C:18]2[CH:23]=[CH:22][CH:21]=[C:20]([Br:24])[N:19]=2)[CH:7]=1)=[O:5].[CH3:26][C:27]1[CH:32]=[CH:31][C:30]([CH3:33])=[CH:29][C:28]=1[Mg]Br. Product: [Br:24][C:20]1[N:19]=[C:18]([CH2:17][N:8]2[C:9]3[C:14](=[CH:13][CH:12]=[CH:11][CH:10]=3)[C:15](=[O:16])[C:6]([C:4](=[O:5])[C:28]3[CH:29]=[C:30]([CH3:33])[CH:31]=[CH:32][C:27]=3[CH3:26])=[CH:7]2)[CH:23]=[CH:22][CH:21]=1. The catalyst class is: 1. (2) Reactant: C(OC([N:6]=[S:7]([CH3:37])([C:9]1[CH:14]=[CH:13][CH:12]=[C:11]([CH2:15][O:16][C:17]2[CH:26]=[C:25]3[C:20]([C:21]([NH:27][C:28]4[CH:33]=[CH:32][N:31]=[C:30]([CH3:34])[CH:29]=4)=[N:22][CH:23]=[N:24]3)=[CH:19][C:18]=2[O:35][CH3:36])[CH:10]=1)=[O:8])=O)C. Product: [CH3:34][C:30]1[CH:29]=[C:28]([NH:27][C:21]2[C:20]3[C:25](=[CH:26][C:17]([O:16][CH2:15][C:11]4[CH:10]=[C:9]([S:7]([CH3:37])(=[NH:6])=[O:8])[CH:14]=[CH:13][CH:12]=4)=[C:18]([O:35][CH3:36])[CH:19]=3)[N:24]=[CH:23][N:22]=2)[CH:33]=[CH:32][N:31]=1. The catalyst class is: 98. (3) Reactant: C1([C@H]([NH:9][C@@H:10]2[CH2:15][CH2:14][CH2:13][CH2:12][C@@H:11]2[C:16]([F:19])([F:18])[F:17])C)C=CC=CC=1.[ClH:20]. Product: [ClH:20].[F:17][C:16]([F:18])([F:19])[C@H:11]1[CH2:12][CH2:13][CH2:14][CH2:15][C@H:10]1[NH2:9]. The catalyst class is: 261.